Dataset: Catalyst prediction with 721,799 reactions and 888 catalyst types from USPTO. Task: Predict which catalyst facilitates the given reaction. (1) Reactant: Br[C:2]1[CH:7]=[CH:6][C:5]([B:8]2[O:12][C:11]([CH3:14])([CH3:13])[C:10]([CH3:16])([CH3:15])[O:9]2)=[CH:4][CH:3]=1.[P:17]([O:22]C)([O:20][CH3:21])[O:18][CH3:19].N(C1(C#N)CCCCC1)=NC1(C#N)CCCCC1.C[Si]([SiH]([Si](C)(C)C)[Si](C)(C)C)(C)C. Product: [CH3:19][O:18][P:17]([C:2]1[CH:7]=[CH:6][C:5]([B:8]2[O:12][C:11]([CH3:14])([CH3:13])[C:10]([CH3:16])([CH3:15])[O:9]2)=[CH:4][CH:3]=1)(=[O:22])[O:20][CH3:21]. The catalyst class is: 11. (2) Reactant: [Br:1][C:2]1[CH:3]=[CH:4][C:5]([O:13][Si:14]([C:17]([CH3:20])([CH3:19])[CH3:18])([CH3:16])[CH3:15])=[C:6]([CH2:8][C:9]([O:11][CH3:12])=[O:10])[CH:7]=1.[Li+].CC([N-]C(C)C)C.N(C(C)C)C(C)C.[Li]CCCC.[F:41][C:42]1[CH:50]=[CH:49][C:45]([C:46](Cl)=[O:47])=[CH:44][CH:43]=1. Product: [Br:1][C:2]1[CH:3]=[CH:4][C:5]([O:13][Si:14]([C:17]([CH3:20])([CH3:19])[CH3:18])([CH3:15])[CH3:16])=[C:6]([CH:8]([C:46]([C:45]2[CH:49]=[CH:50][C:42]([F:41])=[CH:43][CH:44]=2)=[O:47])[C:9]([O:11][CH3:12])=[O:10])[CH:7]=1. The catalyst class is: 1. (3) Reactant: C([O:3][C:4]([C:6]1[C:7]([C:11]([F:14])([F:13])[F:12])=[N:8][O:9][CH:10]=1)=[O:5])C.Cl.O. Product: [F:14][C:11]([F:12])([F:13])[C:7]1[C:6]([C:4]([OH:5])=[O:3])=[CH:10][O:9][N:8]=1. The catalyst class is: 15. (4) Product: [C:1]([C:3]1[CH:4]=[C:5]([CH:10]=[CH:11][C:12]=1[O:17][CH2:16][C:15]([F:19])([F:18])[F:14])[C:6]([O:8][CH3:9])=[O:7])#[N:2]. The catalyst class is: 38. Reactant: [C:1]([C:3]1[CH:4]=[C:5]([CH:10]=[CH:11][C:12]=1F)[C:6]([O:8][CH3:9])=[O:7])#[N:2].[F:14][C:15]([F:19])([F:18])[CH2:16][O-:17].[Na+]. (5) Reactant: [Cl:1][C:2]1[C:3]([F:37])=[C:4]([CH:34]=[CH:35][CH:36]=1)[CH2:5][NH:6][C:7]([C@@H:9]1[CH2:14][C@@H:13]2[C@@H:11]([CH2:12]2)[N:10]1[C:15](=[O:33])[CH2:16][C:17]1[C:25]2[C:20](=[CH:21][CH:22]=[C:23]([O:26][CH2:27][CH2:28][OH:29])[CH:24]=2)[N:19]([C:30]([NH2:32])=[O:31])[CH:18]=1)=[O:8].CCN(CC)CC.[CH3:45][S:46](Cl)(=[O:48])=[O:47]. Product: [C:30]([N:19]1[C:20]2[C:25](=[CH:24][C:23]([O:26][CH2:27][CH2:28][O:29][S:46]([CH3:45])(=[O:48])=[O:47])=[CH:22][CH:21]=2)[C:17]([CH2:16][C:15]([N:10]2[C@H:9]([C:7](=[O:8])[NH:6][CH2:5][C:4]3[CH:34]=[CH:35][CH:36]=[C:2]([Cl:1])[C:3]=3[F:37])[CH2:14][C@@H:13]3[C@H:11]2[CH2:12]3)=[O:33])=[CH:18]1)(=[O:31])[NH2:32]. The catalyst class is: 2. (6) Reactant: Cl.Cl.[CH:3]1([N:7]2[CH2:12][CH2:11][NH:10][CH2:9][CH2:8]2)[CH2:6][CH2:5][CH2:4]1.C(N(C(C)C)C(C)C)C.[Cl:22][C:23]1[CH:28]=[C:27](Cl)[N:26]=[CH:25][N:24]=1.C(OCC)(=O)C. Product: [Cl:22][C:23]1[CH:28]=[C:27]([N:10]2[CH2:11][CH2:12][N:7]([CH:3]3[CH2:6][CH2:5][CH2:4]3)[CH2:8][CH2:9]2)[N:26]=[CH:25][N:24]=1. The catalyst class is: 6. (7) Product: [CH3:12][O:13][C:14](=[O:31])[C:15]1[CH:20]=[C:19]([C:21](=[O:22])[C:23]2[CH:28]=[CH:27][C:26]([Br:29])=[CH:25][N:24]=2)[CH:18]=[CH:17][C:16]=1[F:30]. Reactant: [Cr](Cl)([O-])(=O)=O.[NH+]1C=CC=CC=1.[CH3:12][O:13][C:14](=[O:31])[C:15]1[CH:20]=[C:19]([CH:21]([C:23]2[CH:28]=[CH:27][C:26]([Br:29])=[CH:25][N:24]=2)[OH:22])[CH:18]=[CH:17][C:16]=1[F:30]. The catalyst class is: 2. (8) Reactant: [C:1]([C:4]1[CH:28]=[CH:27][C:7]2[N:8]3[CH:26]=[CH:25][CH:24]=[C:9]3[C:10]3([CH2:16][CH2:15][N:14]([C:17]([O:19][C:20]([CH3:23])([CH3:22])[CH3:21])=[O:18])[CH2:13][CH2:12]3)[O:11][C:6]=2[CH:5]=1)(=O)[NH2:2].N1C(Cl)=NC(Cl)=NC=1Cl.O. Product: [C:1]([C:4]1[CH:28]=[CH:27][C:7]2[N:8]3[CH:26]=[CH:25][CH:24]=[C:9]3[C:10]3([CH2:16][CH2:15][N:14]([C:17]([O:19][C:20]([CH3:23])([CH3:22])[CH3:21])=[O:18])[CH2:13][CH2:12]3)[O:11][C:6]=2[CH:5]=1)#[N:2]. The catalyst class is: 3. (9) Product: [CH3:9][O:8][C:6](=[O:7])[C:5]1[CH:10]=[CH:11][C:2]([N:12]2[CH2:17][CH2:16][S:15](=[O:19])(=[O:18])[CH2:14][CH2:13]2)=[N:3][CH:4]=1. Reactant: Cl[C:2]1[CH:11]=[CH:10][C:5]([C:6]([O:8][CH3:9])=[O:7])=[CH:4][N:3]=1.[NH:12]1[CH2:17][CH2:16][S:15](=[O:19])(=[O:18])[CH2:14][CH2:13]1.C(=O)([O-])[O-].[Na+].[Na+].O. The catalyst class is: 37.